From a dataset of Forward reaction prediction with 1.9M reactions from USPTO patents (1976-2016). Predict the product of the given reaction. (1) Given the reactants [CH2:1]([N:8]([CH2:26][C:27]1[CH:32]=[CH:31][CH:30]=[CH:29][CH:28]=1)[C:9]1[C:14]([N+:15]([O-])=O)=[C:13](/[CH:18]=[C:19](\[O-])/[C:20]([O:22][CH2:23][CH3:24])=[O:21])[CH:12]=[CH:11][N:10]=1)[C:2]1[CH:7]=[CH:6][CH:5]=[CH:4][CH:3]=1.[K+], predict the reaction product. The product is: [CH2:26]([N:8]([CH2:1][C:2]1[CH:3]=[CH:4][CH:5]=[CH:6][CH:7]=1)[C:9]1[N:10]=[CH:11][CH:12]=[C:13]2[CH:18]=[C:19]([C:20]([O:22][CH2:23][CH3:24])=[O:21])[NH:15][C:14]=12)[C:27]1[CH:32]=[CH:31][CH:30]=[CH:29][CH:28]=1. (2) Given the reactants C(OC([N:8]1[CH2:12][C@@H:11]([CH2:13][NH:14][C:15](=[O:29])[C:16]2[CH:21]=[CH:20][CH:19]=[C:18]([C:22]([NH:24][S:25]([CH3:28])(=[O:27])=[O:26])=[O:23])[CH:17]=2)[CH2:10][C@H:9]1[C:30]([N:32]1[CH2:36][CH2:35][S:34][CH2:33]1)=[O:31])=O)(C)(C)C.Cl.O1CCOCC1, predict the reaction product. The product is: [CH3:28][S:25]([NH:24][C:22]([C:18]1[CH:17]=[C:16]([CH:21]=[CH:20][CH:19]=1)[C:15]([NH:14][CH2:13][C@H:11]1[CH2:10][C@@H:9]([C:30]([N:32]2[CH2:36][CH2:35][S:34][CH2:33]2)=[O:31])[NH:8][CH2:12]1)=[O:29])=[O:23])(=[O:26])=[O:27].